This data is from Catalyst prediction with 721,799 reactions and 888 catalyst types from USPTO. The task is: Predict which catalyst facilitates the given reaction. (1) Reactant: [CH3:1][C@:2]12[CH2:18][CH2:17][C@H:16]3[C@@H:7]([CH:8]=[CH:9][C:10]4[C@@H:15]3[CH2:14][CH2:13][C:12](=[O:19])[CH:11]=4)[C@@H:6]1[CH2:5][CH2:4][C:3]2=[O:20].[NH4+].[Cl-].[CH3:23][CH2:24]OC(C)=O.CCCCCC. Product: [CH2:23]([C@H:8]1[CH2:9][C:10]2[C@H:15]([CH2:14][CH2:13][C:12](=[O:19])[CH:11]=2)[C@@H:16]2[C@@H:7]1[C@H:6]1[C@@:2]([CH2:18][CH2:17]2)([CH3:1])[C:3](=[O:20])[CH2:4][CH2:5]1)[CH3:24]. The catalyst class is: 1. (2) Reactant: C(OC([N:8]1[CH2:13][CH2:12][CH:11]([C:14]([OH:16])=O)[CH2:10][CH2:9]1)=O)(C)(C)C.[NH:17]1[CH2:22][CH2:21][O:20][CH2:19][CH2:18]1.C(N=C=NCCCN(C)C)C.ON1C2C=CC=CC=2N=N1.[ClH:44]. Product: [ClH:44].[O:20]1[CH2:21][CH2:22][N:17]([C:14]([CH:11]2[CH2:10][CH2:9][NH:8][CH2:13][CH2:12]2)=[O:16])[CH2:18][CH2:19]1. The catalyst class is: 9. (3) Reactant: [OH:1][CH2:2][CH2:3]/[CH:4]=[CH:5]/[CH2:6][C:7]([NH:9][C:10]1[CH:15]=[CH:14][CH:13]=[CH:12][C:11]=1[NH:16][C:17](=[O:23])[O:18][C:19]([CH3:22])([CH3:21])[CH3:20])=[O:8].C(N(CC)CC)C.[CH3:31][S:32](Cl)(=[O:34])=[O:33].O. Product: [CH3:31][S:32]([O:1][CH2:2][CH2:3]/[CH:4]=[CH:5]/[CH2:6][C:7]([NH:9][C:10]1[CH:15]=[CH:14][CH:13]=[CH:12][C:11]=1[NH:16][C:17]([O:18][C:19]([CH3:20])([CH3:22])[CH3:21])=[O:23])=[O:8])(=[O:34])=[O:33]. The catalyst class is: 2. (4) Reactant: Cl.Cl.[CH:3]1([CH2:6][O:7][C:8]2[CH:9]=[CH:10][CH:11]=[C:12]3[C:17]=2[N:16]=[C:15]([C:18]2[N:22]4[CH:23]=[C:24]([CH:27]([N:32]5[CH2:36][CH2:35][C@H:34]([NH2:37])[CH2:33]5)[C:28]([F:31])([F:30])[F:29])[CH:25]=[CH:26][C:21]4=[N:20][N:19]=2)[CH:14]=[CH:13]3)[CH2:5][CH2:4]1.CCN(C(C)C)[CH:41]([CH3:43])[CH3:42].C(OC)(OC)OC.CC(C)=O.[BH4-].[Na+].C(=O)(O)[O-].[Na+]. Product: [CH:3]1([CH2:6][O:7][C:8]2[CH:9]=[CH:10][CH:11]=[C:12]3[C:17]=2[N:16]=[C:15]([C:18]2[N:22]4[CH:23]=[C:24]([CH:27]([N:32]5[CH2:36][CH2:35][C@H:34]([NH:37][CH:41]([CH3:43])[CH3:42])[CH2:33]5)[C:28]([F:29])([F:31])[F:30])[CH:25]=[CH:26][C:21]4=[N:20][N:19]=2)[CH:14]=[CH:13]3)[CH2:5][CH2:4]1. The catalyst class is: 5. (5) Reactant: [F:1][C:2]([F:7])([F:6])[C:3]([OH:5])=[O:4].C(OC(=O)[NH:14][CH:15]([CH2:34][C:35]1[CH:40]=[CH:39][C:38]([OH:41])=[CH:37][CH:36]=1)[C:16]([N:18]1[CH2:21][C:20]([O:29][CH2:30][CH2:31][CH2:32][CH3:33])([C:22]2[CH:27]=[CH:26][CH:25]=[CH:24][C:23]=2[CH3:28])[CH2:19]1)=[O:17])(C)(C)C. Product: [F:1][C:2]([F:7])([F:6])[C:3]([OH:5])=[O:4].[NH2:14][CH:15]([CH2:34][C:35]1[CH:36]=[CH:37][C:38]([OH:41])=[CH:39][CH:40]=1)[C:16]([N:18]1[CH2:19][C:20]([O:29][CH2:30][CH2:31][CH2:32][CH3:33])([C:22]2[CH:27]=[CH:26][CH:25]=[CH:24][C:23]=2[CH3:28])[CH2:21]1)=[O:17]. The catalyst class is: 4. (6) Reactant: [NH2:1][C:2]1[NH:6][N:5]=[C:4]([OH:7])[C:3]=1[C:8]1[CH:13]=[CH:12][CH:11]=[CH:10][N:9]=1.[F:14][C:15]1[CH:20]=[CH:19][C:18]([C:21](=O)[CH2:22][C:23](OC)=[O:24])=[CH:17][CH:16]=1. The catalyst class is: 15. Product: [F:14][C:15]1[CH:16]=[CH:17][C:18]([C:21]2[NH:1][C:2]3[N:6]([N:5]=[C:4]([OH:7])[C:3]=3[C:8]3[CH:13]=[CH:12][CH:11]=[CH:10][N:9]=3)[C:23](=[O:24])[CH:22]=2)=[CH:19][CH:20]=1. (7) Reactant: Br[C:2]1[CH:3]=[C:4]([C:8]2[CH:13]=[CH:12][CH:11]=[CH:10][C:9]=2[O:14][CH3:15])[CH:5]=[CH:6][CH:7]=1.C([Li])CCC.[CH2:21]([O:28][C:29]1[C:34]([C:35]([CH3:38])([CH3:37])[CH3:36])=[CH:33][CH:32]=[CH:31][C:30]=1[C:39](=[O:41])[CH3:40])[C:22]1[CH:27]=[CH:26][CH:25]=[CH:24][CH:23]=1.[Cl-].[NH4+]. Product: [CH2:21]([O:28][C:29]1[C:34]([C:35]([CH3:36])([CH3:37])[CH3:38])=[CH:33][CH:32]=[CH:31][C:30]=1[C:39]([C:2]1[CH:3]=[C:4]([C:8]2[CH:13]=[CH:12][CH:11]=[CH:10][C:9]=2[O:14][CH3:15])[CH:5]=[CH:6][CH:7]=1)([OH:41])[CH3:40])[C:22]1[CH:23]=[CH:24][CH:25]=[CH:26][CH:27]=1. The catalyst class is: 7.